The task is: Predict the reactants needed to synthesize the given product.. This data is from Full USPTO retrosynthesis dataset with 1.9M reactions from patents (1976-2016). (1) Given the product [CH3:1][C:2]1([CH3:11])[C:6]2[CH:7]=[C:8]([S:13]([OH:16])(=[O:15])=[O:14])[CH:9]=[CH:10][C:5]=2[O:4][CH2:3]1, predict the reactants needed to synthesize it. The reactants are: [CH3:1][C:2]1([CH3:11])[C:6]2[CH:7]=[CH:8][CH:9]=[CH:10][C:5]=2[O:4][CH2:3]1.Cl[S:13]([OH:16])(=[O:15])=[O:14]. (2) The reactants are: [NH2:1][C:2]1[CH:3]=[C:4]([CH:16]=[CH:17][C:18]=1[S:19][C:20]1[CH:25]=[CH:24][C:23]([OH:26])=[CH:22][CH:21]=1)[C:5]([NH:7][CH2:8][C:9]1[CH:14]=[CH:13][C:12]([Br:15])=[CH:11][CH:10]=1)=[O:6].C([C:29]1[C:30]([N:36]=[CH:37][N:38]([CH3:40])C)=[N:31][C:32]([CH3:35])=[CH:33][CH:34]=1)#N.NC1C=C(C=CC=1SC1C=CC(O)=CC=1)C(NC1C=CC(Br)=CC=1)=O. Given the product [Br:15][C:12]1[CH:13]=[CH:14][C:9]([CH2:8][NH:7][C:5](=[O:6])[C:4]2[CH:16]=[CH:17][C:18]([S:19][C:20]3[CH:25]=[CH:24][C:23]([OH:26])=[CH:22][CH:21]=3)=[C:2]([NH:1][C:40]3[C:29]4[CH:34]=[CH:33][C:32]([CH3:35])=[N:31][C:30]=4[N:36]=[CH:37][N:38]=3)[CH:3]=2)=[CH:10][CH:11]=1, predict the reactants needed to synthesize it. (3) Given the product [Br:1][C:2]1[C:11]2[C:6](=[CH:7][CH:8]=[C:9]([Cl:13])[C:10]=2[F:12])[N:5]=[CH:4][C:3]=1[NH2:14], predict the reactants needed to synthesize it. The reactants are: [Br:1][C:2]1[C:11]2[C:6](=[CH:7][CH:8]=[C:9]([Cl:13])[C:10]=2[F:12])[N:5]=[CH:4][C:3]=1[N+:14]([O-])=O. (4) Given the product [CH3:19][C:17]1[N:18]=[C:14]([C:5]2[CH:6]=[CH:7][C:8]([O:9][CH2:10][CH:11]([CH3:13])[CH3:12])=[C:3]([C:1]#[N:2])[CH:4]=2)[S:15][C:16]=1[C:20]([OH:22])=[O:21], predict the reactants needed to synthesize it. The reactants are: [C:1]([C:3]1[CH:4]=[C:5]([C:14]2[S:15][C:16]([C:20]([O:22]CC)=[O:21])=[C:17]([CH3:19])[N:18]=2)[CH:6]=[CH:7][C:8]=1[O:9][CH2:10][CH:11]([CH3:13])[CH3:12])#[N:2].CC(C)=O.O.[OH-].[Li+].Cl. (5) Given the product [CH:1]1([C:43]2[CH:50]=[CH:49][C:46]([CH:47]=[O:48])=[C:45]([F:51])[C:44]=2[F:52])[CH2:3][CH2:2]1, predict the reactants needed to synthesize it. The reactants are: [CH:1]1(B(O)O)[CH2:3][CH2:2]1.C(=O)([O-])[O-].[Na+].[Na+].C1(P(C2CCCCC2)C2C=CC=CC=2C2C(OC)=CC=CC=2OC)CCCCC1.Br[C:43]1[CH:50]=[CH:49][C:46]([CH:47]=[O:48])=[C:45]([F:51])[C:44]=1[F:52].